This data is from Peptide-MHC class II binding affinity with 134,281 pairs from IEDB. The task is: Regression. Given a peptide amino acid sequence and an MHC pseudo amino acid sequence, predict their binding affinity value. This is MHC class II binding data. (1) The peptide sequence is MASHIHLVIHRIRTL. The MHC is DRB1_0301 with pseudo-sequence DRB1_0301. The binding affinity (normalized) is 0.763. (2) The binding affinity (normalized) is 0.740. The MHC is HLA-DQA10102-DQB10602 with pseudo-sequence HLA-DQA10102-DQB10602. The peptide sequence is INEPTAAAIAYGLSR. (3) The peptide sequence is HVDLMVGAATVCSALYIGDL. The MHC is DRB1_0301 with pseudo-sequence DRB1_0301. The binding affinity (normalized) is 0.401. (4) The peptide sequence is NSCAKNYNCKILPNT. The MHC is HLA-DPA10103-DPB10301 with pseudo-sequence HLA-DPA10103-DPB10301. The binding affinity (normalized) is 0. (5) The peptide sequence is RMSTKFKLKRKMVYS. The MHC is DRB1_0101 with pseudo-sequence DRB1_0101. The binding affinity (normalized) is 0.679. (6) The binding affinity (normalized) is 0.385. The peptide sequence is KEADYSQIPISINYR. The MHC is HLA-DQA10102-DQB10602 with pseudo-sequence HLA-DQA10102-DQB10602. (7) The peptide sequence is WLWYIKIFIMIVGGLIG. The MHC is HLA-DQA10401-DQB10402 with pseudo-sequence HLA-DQA10401-DQB10402. The binding affinity (normalized) is 0.